This data is from Reaction yield outcomes from USPTO patents with 853,638 reactions. The task is: Predict the reaction yield, written as a fraction of the theoretical maximum amount of product (1.0 means a 100% yield; for example, 0.34 means a 34% yield). (1) The reactants are C[O:2][C:3](=[O:18])[CH:4]=[CH:5][C:6]1[CH:11]=[CH:10][C:9]([C:12]2[CH:17]=[CH:16][CH:15]=[CH:14][CH:13]=2)=[CH:8][CH:7]=1.[OH-].[K+]. The catalyst is C1COCC1.CO. The product is [C:9]1([C:12]2[CH:13]=[CH:14][CH:15]=[CH:16][CH:17]=2)[CH:10]=[CH:11][C:6]([CH:5]=[CH:4][C:3]([OH:18])=[O:2])=[CH:7][CH:8]=1. The yield is 0.840. (2) The reactants are [Br:1][C:2]1[CH:7]=[CH:6][C:5]([F:8])=[CH:4][C:3]=1[CH2:9][OH:10]. The catalyst is C(Cl)Cl.O=[Mn]=O. The product is [Br:1][C:2]1[CH:7]=[CH:6][C:5]([F:8])=[CH:4][C:3]=1[CH:9]=[O:10]. The yield is 0.920. (3) The reactants are [S:1]([C:13]1[CH:21]=[CH:20][CH:19]=[CH:18][C:14]=1[C:15](O)=[O:16])([C:4]1[CH:12]=[CH:11][CH:10]=[CH:9][C:5]=1[C:6](O)=[O:7])(=[O:3])=[O:2].C(C1C=CC=C([N+]([O-])=O)C=1SC1C=CC(F)=CC=1C(O)=O)(O)=O.B. No catalyst specified. The product is [OH:7][CH2:6][C:5]1[CH:9]=[CH:10][CH:11]=[CH:12][C:4]=1[S:1]([C:13]1[C:14]([CH2:15][OH:16])=[CH:18][CH:19]=[CH:20][CH:21]=1)(=[O:3])=[O:2]. The yield is 0.880.